Dataset: Catalyst prediction with 721,799 reactions and 888 catalyst types from USPTO. Task: Predict which catalyst facilitates the given reaction. (1) Reactant: [F:1][C:2]([F:17])([F:16])S(O[C:7]1[CH:8]=[N:9][C:10]([CH:13]2[CH2:15][CH2:14]2)=[N:11][CH:12]=1)(=O)=O.[C:18]([C:20]1[CH2:21][CH2:22][N:23]([C:26]([O:28]C(C)(C)C)=[O:27])[CH2:24][CH:25]=1)#[CH:19].C(NCC)C. Product: [F:17][C:2]([F:1])([F:16])[C:26]([OH:28])=[O:27].[CH:13]1([C:10]2[N:9]=[CH:8][C:7]([C:19]#[C:18][C:20]3[CH2:25][CH2:24][NH:23][CH2:22][CH:21]=3)=[CH:12][N:11]=2)[CH2:15][CH2:14]1. The catalyst class is: 235. (2) Reactant: [CH3:1][S:2](Cl)(=[O:4])=[O:3].Cl.[Cl:7][C:8]1[CH:9]=[N:10][C:11]([C:14]2[CH:28]=[CH:27][C:17]([O:18][CH2:19][C@H:20]3[CH2:25][CH2:24][O:23][CH2:22][C@@H:21]3[NH2:26])=[CH:16][CH:15]=2)=[N:12][CH:13]=1.C(N(CC)CC)C. Product: [Cl:7][C:8]1[CH:9]=[N:10][C:11]([C:14]2[CH:15]=[CH:16][C:17]([O:18][CH2:19][C@H:20]3[CH2:25][CH2:24][O:23][CH2:22][C@@H:21]3[NH:26][S:2]([CH3:1])(=[O:4])=[O:3])=[CH:27][CH:28]=2)=[N:12][CH:13]=1. The catalyst class is: 1. (3) Reactant: [H-].[Na+].[C:3]([Si:7]([C:38]1[CH:43]=[CH:42][CH:41]=[CH:40][CH:39]=1)([C:32]1[CH:37]=[CH:36][CH:35]=[CH:34][CH:33]=1)[O:8][CH2:9][CH2:10][CH:11]([N:14]1[CH2:19][CH2:18][N:17]([C:20]2[CH:25]=[CH:24][CH:23]=[C:22]([C:26]([F:29])([F:28])[F:27])[CH:21]=2)[CH:16]([CH3:30])[C:15]1=[O:31])[CH2:12][OH:13])([CH3:6])([CH3:5])[CH3:4].I[CH3:45]. Product: [C:3]([Si:7]([C:38]1[CH:39]=[CH:40][CH:41]=[CH:42][CH:43]=1)([C:32]1[CH:37]=[CH:36][CH:35]=[CH:34][CH:33]=1)[O:8][CH2:9][CH2:10][CH:11]([N:14]1[CH2:19][CH2:18][N:17]([C:20]2[CH:25]=[CH:24][CH:23]=[C:22]([C:26]([F:27])([F:29])[F:28])[CH:21]=2)[CH:16]([CH3:30])[C:15]1=[O:31])[CH2:12][O:13][CH3:45])([CH3:4])([CH3:5])[CH3:6]. The catalyst class is: 9. (4) Reactant: [CH:1]([S:3]([CH:6]=[CH2:7])(=[O:5])=[O:4])=[CH2:2].[NH2:8][C:9]1[CH:16]=[CH:15][C:12]([CH2:13][NH2:14])=[CH:11][CH:10]=1.N#N. Product: [O:4]=[S:3]1(=[O:5])[CH2:6][CH2:7][N:14]([CH2:13][C:12]2[CH:15]=[CH:16][C:9]([NH2:8])=[CH:10][CH:11]=2)[CH2:2][CH2:1]1. The catalyst class is: 1. (5) Reactant: O1CCOCC1.C(OC([N:14]1[CH2:19][CH2:18][CH2:17][CH2:16][CH:15]1[C:20]1([OH:46])[CH2:23][N:22]([C:24]([C:26]2[C:27]([NH:37][C:38]3[CH:43]=[CH:42][C:41]([Br:44])=[CH:40][C:39]=3[F:45])=[C:28]([F:36])[C:29](=[O:35])[N:30]3[C:34]=2[CH2:33][CH2:32][CH2:31]3)=[O:25])[CH2:21]1)=O)(C)(C)C. Product: [Br:44][C:41]1[CH:42]=[CH:43][C:38]([NH:37][C:27]2[C:26]([C:24]([N:22]3[CH2:21][C:20]([OH:46])([CH:15]4[CH2:16][CH2:17][CH2:18][CH2:19][NH:14]4)[CH2:23]3)=[O:25])=[C:34]3[N:30]([CH2:31][CH2:32][CH2:33]3)[C:29](=[O:35])[C:28]=2[F:36])=[C:39]([F:45])[CH:40]=1. The catalyst class is: 209. (6) Reactant: [N:1]1[CH:6]=[CH:5][CH:4]=[CH:3][C:2]=1[C:7]1[N:8]=[C:9]([NH:12][C:13]2[N:18]=[CH:17][CH:16]=[CH:15][N:14]=2)[S:10][CH:11]=1.[Br:19]Br.C(OCC)(=O)C. Product: [Br:19][C:11]1[S:10][C:9]([NH:12][C:13]2[N:14]=[CH:15][CH:16]=[CH:17][N:18]=2)=[N:8][C:7]=1[C:2]1[CH:3]=[CH:4][CH:5]=[CH:6][N:1]=1. The catalyst class is: 15. (7) Reactant: Cl[C:2]1[N:7]=[C:6]([C:8]2[CH:13]=[CH:12][C:11]([OH:14])=[CH:10][CH:9]=2)[CH:5]=[N:4][CH:3]=1.[NH2:15][C:16]1[CH:17]=[C:18]([CH:22]=[CH:23][CH:24]=1)[C:19]([OH:21])=[O:20].CC1(C)C2C(=C(P(C3C=CC=CC=3)C3C=CC=CC=3)C=CC=2)OC2C(P(C3C=CC=CC=3)C3C=CC=CC=3)=CC=CC1=2. Product: [OH:14][C:11]1[CH:12]=[CH:13][C:8]([C:6]2[N:7]=[C:2]([NH:15][C:16]3[CH:17]=[C:18]([CH:22]=[CH:23][CH:24]=3)[C:19]([OH:21])=[O:20])[CH:3]=[N:4][CH:5]=2)=[CH:9][CH:10]=1. The catalyst class is: 102. (8) Product: [O:17]([C:13]1[CH:12]=[C:11]([C:6]23[CH2:7][CH2:8][C:3]([CH2:2][S:24][CH2:25][CH2:26][C:27]([O:29][CH3:30])=[O:28])([CH2:10][CH2:9]2)[CH2:4][O:5]3)[CH:16]=[CH:15][CH:14]=1)[C:18]1[CH:31]=[CH:20][CH:21]=[CH:22][CH:23]=1. Reactant: I[CH2:2][C:3]12[CH2:10][CH2:9][C:6]([C:11]3[CH:16]=[CH:15][CH:14]=[C:13]([O:17][CH:18]4[CH2:23][CH2:22][CH2:21][CH2:20]O4)[CH:12]=3)([CH2:7][CH2:8]1)[O:5][CH2:4]2.[SH:24][CH2:25][CH2:26][C:27]([O:29][CH3:30])=[O:28].[C:31]([O-])([O-])=O.[K+].[K+]. The catalyst class is: 291.